This data is from Full USPTO retrosynthesis dataset with 1.9M reactions from patents (1976-2016). The task is: Predict the reactants needed to synthesize the given product. (1) Given the product [F:30][C:24]1[CH:23]=[C:22]2[C:27]([N:28]=[CH:29][C:20]([NH:1][C:2]3[S:6][N:5]=[C:4]([CH3:7])[C:3]=3[C:8]([NH:10][C:11]3[CH:12]=[N:13][C:14]([O:17][CH3:18])=[CH:15][CH:16]=3)=[O:9])=[N:21]2)=[CH:26][CH:25]=1, predict the reactants needed to synthesize it. The reactants are: [NH2:1][C:2]1[S:6][N:5]=[C:4]([CH3:7])[C:3]=1[C:8]([NH:10][C:11]1[CH:12]=[N:13][C:14]([O:17][CH3:18])=[CH:15][CH:16]=1)=[O:9].Cl[C:20]1[CH:29]=[N:28][C:27]2[C:22](=[CH:23][C:24]([F:30])=[CH:25][CH:26]=2)[N:21]=1.C(=O)([O-])[O-].[Cs+].[Cs+].CC1(C)C2C(=C(P(C3C=CC=CC=3)C3C=CC=CC=3)C=CC=2)OC2C(P(C3C=CC=CC=3)C3C=CC=CC=3)=CC=CC1=2. (2) Given the product [CH2:2]([N:9]1[CH2:14][CH2:13][C:12]2[N:26]=[CH:25][NH:27][C:16](=[O:18])[C:11]=2[CH2:10]1)[C:3]1[CH:8]=[CH:7][CH:6]=[CH:5][CH:4]=1, predict the reactants needed to synthesize it. The reactants are: Cl.[CH2:2]([N:9]1[CH2:14][CH2:13][C:12](=O)[CH:11]([C:16]([O:18]CC)=O)[CH2:10]1)[C:3]1[CH:8]=[CH:7][CH:6]=[CH:5][CH:4]=1.C(O)(=O)C.[CH:25]([NH2:27])=[NH:26].C[O-].[Na+].C(O)(=O)C. (3) Given the product [Cl:6][C:7]1[CH:8]=[C:9]([CH:10]2[CH2:16][CH:1]([OH:5])[CH2:2][CH2:3][O:11]2)[CH:12]=[CH:13][C:14]=1[F:15], predict the reactants needed to synthesize it. The reactants are: [CH2:1]([OH:5])[CH2:2][CH:3]=C.[Cl:6][C:7]1[CH:8]=[C:9]([CH:12]=[CH:13][C:14]=1[F:15])[CH:10]=[O:11].[C:16](O)(C(F)(F)F)=O.[Li+].[OH-]. (4) Given the product [C:16]([C:14]1[N:15]=[C:11]([C@@H:7]2[CH2:8][CH2:9][CH2:10][N:6]2[C:4]([C@@H:3]([NH:22][C:23](=[O:26])[O:24][CH3:25])[CH:2]([CH3:27])[CH3:1])=[O:5])[NH:12][CH:13]=1)#[CH:17], predict the reactants needed to synthesize it. The reactants are: [CH3:1][CH:2]([CH3:27])[C@H:3]([NH:22][C:23](=[O:26])[O:24][CH3:25])[C:4]([N:6]1[CH2:10][CH2:9][CH2:8][C@H:7]1[C:11]1[NH:12][CH:13]=[C:14]([C:16]#[C:17][Si](C)(C)C)[N:15]=1)=[O:5].CCCC[N+](CCCC)(CCCC)CCCC.[F-].C1COCC1. (5) Given the product [ClH:17].[NH:7]1[CH2:8][CH2:9][CH:5]([C:2]([OH:1])([CH3:4])[CH3:3])[CH2:6]1, predict the reactants needed to synthesize it. The reactants are: [OH:1][C:2]([CH:5]1[CH2:9][CH2:8][N:7](C(OC(C)(C)C)=O)[CH2:6]1)([CH3:4])[CH3:3].[ClH:17].O1CCOCC1.